This data is from NCI-60 drug combinations with 297,098 pairs across 59 cell lines. The task is: Regression. Given two drug SMILES strings and cell line genomic features, predict the synergy score measuring deviation from expected non-interaction effect. (1) Drug 1: C1=CC(=CC=C1CCC2=CNC3=C2C(=O)NC(=N3)N)C(=O)NC(CCC(=O)O)C(=O)O. Drug 2: CC1C(C(CC(O1)OC2CC(CC3=C2C(=C4C(=C3O)C(=O)C5=C(C4=O)C(=CC=C5)OC)O)(C(=O)C)O)N)O.Cl. Cell line: COLO 205. Synergy scores: CSS=38.9, Synergy_ZIP=1.01, Synergy_Bliss=0.110, Synergy_Loewe=0.699, Synergy_HSA=3.02. (2) Drug 1: CC12CCC3C(C1CCC2O)C(CC4=C3C=CC(=C4)O)CCCCCCCCCS(=O)CCCC(C(F)(F)F)(F)F. Drug 2: C1=NC2=C(N1)C(=S)N=CN2. Cell line: RPMI-8226. Synergy scores: CSS=30.1, Synergy_ZIP=-0.734, Synergy_Bliss=-1.14, Synergy_Loewe=-35.1, Synergy_HSA=-1.26. (3) Drug 1: C1=CC(=CC=C1CCC2=CNC3=C2C(=O)NC(=N3)N)C(=O)NC(CCC(=O)O)C(=O)O. Drug 2: C1=CC(=CC=C1CCCC(=O)O)N(CCCl)CCCl. Cell line: RXF 393. Synergy scores: CSS=24.0, Synergy_ZIP=-0.944, Synergy_Bliss=1.69, Synergy_Loewe=3.96, Synergy_HSA=5.47. (4) Drug 1: C1=CC(=CC=C1CC(C(=O)O)N)N(CCCl)CCCl.Cl. Drug 2: CC1=C(C=C(C=C1)C(=O)NC2=CC(=CC(=C2)C(F)(F)F)N3C=C(N=C3)C)NC4=NC=CC(=N4)C5=CN=CC=C5. Cell line: SF-268. Synergy scores: CSS=-1.19, Synergy_ZIP=-0.385, Synergy_Bliss=-0.878, Synergy_Loewe=-5.79, Synergy_HSA=-5.20. (5) Drug 1: CC1C(C(CC(O1)OC2CC(OC(C2O)C)OC3=CC4=CC5=C(C(=O)C(C(C5)C(C(=O)C(C(C)O)O)OC)OC6CC(C(C(O6)C)O)OC7CC(C(C(O7)C)O)OC8CC(C(C(O8)C)O)(C)O)C(=C4C(=C3C)O)O)O)O. Drug 2: COC1=C2C(=CC3=C1OC=C3)C=CC(=O)O2. Cell line: HOP-62. Synergy scores: CSS=56.8, Synergy_ZIP=2.59, Synergy_Bliss=0.998, Synergy_Loewe=-39.2, Synergy_HSA=-1.36. (6) Drug 1: C1=NNC2=C1C(=O)NC=N2. Drug 2: N.N.Cl[Pt+2]Cl. Cell line: SF-268. Synergy scores: CSS=46.4, Synergy_ZIP=-1.01, Synergy_Bliss=-1.18, Synergy_Loewe=-7.49, Synergy_HSA=0.156. (7) Drug 1: C1CCN(CC1)CCOC2=CC=C(C=C2)C(=O)C3=C(SC4=C3C=CC(=C4)O)C5=CC=C(C=C5)O. Drug 2: CN1C2=C(C=C(C=C2)N(CCCl)CCCl)N=C1CCCC(=O)O.Cl. Cell line: HCC-2998. Synergy scores: CSS=3.28, Synergy_ZIP=-1.67, Synergy_Bliss=-2.05, Synergy_Loewe=-6.12, Synergy_HSA=-6.36. (8) Drug 1: C1=C(C(=O)NC(=O)N1)N(CCCl)CCCl. Drug 2: N.N.Cl[Pt+2]Cl. Cell line: UO-31. Synergy scores: CSS=16.4, Synergy_ZIP=-4.13, Synergy_Bliss=-0.507, Synergy_Loewe=1.05, Synergy_HSA=1.09.